The task is: Predict the reaction yield, written as a fraction of the theoretical maximum amount of product (1.0 means a 100% yield; for example, 0.34 means a 34% yield).. This data is from Reaction yield outcomes from USPTO patents with 853,638 reactions. (1) The reactants are [C:1]([C:5]1[CH:10]=[CH:9][C:8]([C:11]2[C:20]3[C:19]([CH3:22])([CH3:21])[CH2:18][CH2:17][C:16]([CH3:24])([CH3:23])[C:15]=3[CH:14]=[C:13]([C:25](=[O:27])[CH3:26])[CH:12]=2)=[CH:7][CH:6]=1)([CH3:4])([CH3:3])[CH3:2].[C:28]([C:31]1[CH:38]=[CH:37][C:34]([CH:35]=O)=[CH:33][CH:32]=1)([OH:30])=[O:29].[OH-].[K+]. The product is [C:1]([C:5]1[CH:6]=[CH:7][C:8]([C:11]2[C:20]3[C:19]([CH3:22])([CH3:21])[CH2:18][CH2:17][C:16]([CH3:24])([CH3:23])[C:15]=3[CH:14]=[C:13]([C:25](=[O:27])/[CH:26]=[CH:35]/[C:34]3[CH:37]=[CH:38][C:31]([C:28]([OH:30])=[O:29])=[CH:32][CH:33]=3)[CH:12]=2)=[CH:9][CH:10]=1)([CH3:4])([CH3:2])[CH3:3]. No catalyst specified. The yield is 0.610. (2) The reactants are [NH2:1][C:2]1[CH:7]=[CH:6][C:5]([N:8]([CH3:13])[S:9]([CH3:12])(=[O:11])=[O:10])=[CH:4][C:3]=1[N:14]1[CH2:19][CH2:18][CH2:17][CH2:16][CH2:15]1.[C:20]([C:22]1[O:26][C:25]([C:27](Cl)=[O:28])=[CH:24][CH:23]=1)#[N:21].CCN(C(C)C)C(C)C. No catalyst specified. The product is [CH3:12][S:9]([N:8]([CH3:13])[C:5]1[CH:6]=[CH:7][C:2]([NH:1][C:27]([C:25]2[O:26][C:22]([C:20]#[N:21])=[CH:23][CH:24]=2)=[O:28])=[C:3]([N:14]2[CH2:15][CH2:16][CH2:17][CH2:18][CH2:19]2)[CH:4]=1)(=[O:11])=[O:10]. The yield is 0.230. (3) The reactants are [CH3:1][N:2]1[CH2:7][CH2:6][NH:5][CH2:4][CH2:3]1.ClC1C=CC(N2C=CN=N2)=CC=1C(NC(=O)[NH:15][C:16]1[S:17][C:18]2[CH:24]=[C:23]([S:25]([CH3:28])(=[O:27])=[O:26])[CH:22]=[CH:21][C:19]=2[N:20]=1)=O.C(=O)([O-])[O-].[K+].[K+].[CH2:45]1COC[CH2:46]1. No catalyst specified. The product is [CH3:1][N:2]1[CH2:7][CH2:6][N:5]([CH2:45][CH2:46][CH2:28][S:25]([C:23]2[CH:22]=[CH:21][C:19]3[N:20]=[C:16]([NH2:15])[S:17][C:18]=3[CH:24]=2)(=[O:26])=[O:27])[CH2:4][CH2:3]1. The yield is 0.0700. (4) The yield is 0.320. The product is [Cl:33][C:28]1[C:27]([F:34])=[C:26]([NH:25][C:16]2[C:15]3[C:20](=[CH:21][C:22]([O:23][CH3:24])=[C:13]([O:12][C@H:9]4[CH2:10][CH2:11][N:7]([C:5](=[O:6])/[CH:4]=[CH:3]/[CH2:2][N:36]([CH3:37])[CH3:35])[CH2:8]4)[CH:14]=3)[N:19]=[CH:18][N:17]=2)[CH:31]=[CH:30][C:29]=1[F:32]. The reactants are Br[CH2:2]/[CH:3]=[CH:4]/[C:5]([N:7]1[CH2:11][CH2:10][C@H:9]([O:12][C:13]2[CH:14]=[C:15]3[C:20](=[CH:21][C:22]=2[O:23][CH3:24])[N:19]=[CH:18][N:17]=[C:16]3[NH:25][C:26]2[CH:31]=[CH:30][C:29]([F:32])=[C:28]([Cl:33])[C:27]=2[F:34])[CH2:8]1)=[O:6].[CH3:35][NH:36][CH3:37].C(=O)(O)[O-].[Na+]. The catalyst is O1CCCC1. (5) The reactants are Cl[CH2:2][C:3]1[CH:34]=[CH:33][C:6]([CH2:7][N:8]2[C:16]3[C:15](=[O:17])[N:14]([CH3:18])[C:13](=[O:19])[N:12]([CH3:20])[C:11]=3[N:10]=[C:9]2[O:21][C:22]2[CH:27]=[CH:26][CH:25]=[C:24]([O:28][C:29]([F:32])([F:31])[F:30])[CH:23]=2)=[CH:5][CH:4]=1.Cl.[CH3:36][NH:37][CH3:38].C(=O)([O-])[O-].[K+].[K+]. The catalyst is CN(C=O)C. The product is [CH3:36][N:37]([CH2:2][C:3]1[CH:34]=[CH:33][C:6]([CH2:7][N:8]2[C:16]3[C:15](=[O:17])[N:14]([CH3:18])[C:13](=[O:19])[N:12]([CH3:20])[C:11]=3[N:10]=[C:9]2[O:21][C:22]2[CH:27]=[CH:26][CH:25]=[C:24]([O:28][C:29]([F:32])([F:31])[F:30])[CH:23]=2)=[CH:5][CH:4]=1)[CH3:38]. The yield is 0.391. (6) The reactants are [H-].[Al+3].[Li+].[H-].[H-].[H-].[CH3:7][O:8][C:9]1[CH:10]=[C:11]([CH:14]=[CH:15][C:16]=1[F:17])[C:12]#[N:13]. The catalyst is O1CCCC1. The product is [CH3:7][O:8][C:9]1[CH:10]=[C:11]([CH:14]=[CH:15][C:16]=1[F:17])[CH2:12][NH2:13]. The yield is 0.860. (7) The reactants are [CH3:1][N:2]1[CH2:7][CH2:6][N:5]([CH3:8])[CH:4]([C:9]2[CH:14]=[CH:13][C:12]([N+:15]([O-])=O)=[CH:11][CH:10]=2)[C:3]1=[O:18]. The catalyst is [Pd].C(O)C. The product is [NH2:15][C:12]1[CH:11]=[CH:10][C:9]([CH:4]2[N:5]([CH3:8])[CH2:6][CH2:7][N:2]([CH3:1])[C:3]2=[O:18])=[CH:14][CH:13]=1. The yield is 0.940.